Predict the product of the given reaction. From a dataset of Forward reaction prediction with 1.9M reactions from USPTO patents (1976-2016). (1) The product is: [CH2:1]([O:3][C:4]([CH:6]1[CH2:10][CH2:9][CH:8]([O:11][Si:26]([CH:33]([CH3:35])[CH3:34])([CH:30]([CH3:32])[CH3:31])[CH:27]([CH3:29])[CH3:28])[CH2:7]1)=[O:5])[CH3:2]. Given the reactants [CH2:1]([O:3][C:4]([CH:6]1[CH2:10][CH2:9][CH:8]([OH:11])[CH2:7]1)=[O:5])[CH3:2].N1C(C)=CC=CC=1C.FC(F)(F)S(O[Si:26]([CH:33]([CH3:35])[CH3:34])([CH:30]([CH3:32])[CH3:31])[CH:27]([CH3:29])[CH3:28])(=O)=O, predict the reaction product. (2) Given the reactants C[O-].[Na+].C(O[C:7]([C:9]1[N:10]([C:17]2[CH:22]=[CH:21][CH:20]=[CH:19][C:18]=2[Cl:23])[CH:11]=[C:12]([C:15]#[N:16])[C:13]=1[NH2:14])=[O:8])C.O.Cl.[CH:26]([NH2:28])=O, predict the reaction product. The product is: [Cl:23][C:18]1[CH:19]=[CH:20][CH:21]=[CH:22][C:17]=1[N:10]1[C:9]2[C:7](=[O:8])[NH:28][CH:26]=[N:14][C:13]=2[C:12]([C:15]#[N:16])=[CH:11]1. (3) Given the reactants [F:1][C:2]([F:36])([C:30]1[CH:35]=[CH:34][CH:33]=[CH:32][CH:31]=1)[CH2:3][O:4][C:5]1[CH:6]=[C:7]([C:17]([NH:19][C:20]2[N:25]=[CH:24][C:23]([C:26]([O:28]C)=[O:27])=[CH:22][CH:21]=2)=[O:18])[CH:8]=[C:9]([O:11][C@@H:12]([CH3:16])[CH2:13][O:14][CH3:15])[CH:10]=1.O.[OH-].[Na+].Cl, predict the reaction product. The product is: [F:36][C:2]([F:1])([C:30]1[CH:35]=[CH:34][CH:33]=[CH:32][CH:31]=1)[CH2:3][O:4][C:5]1[CH:6]=[C:7]([C:17]([NH:19][C:20]2[N:25]=[CH:24][C:23]([C:26]([OH:28])=[O:27])=[CH:22][CH:21]=2)=[O:18])[CH:8]=[C:9]([O:11][C@@H:12]([CH3:16])[CH2:13][O:14][CH3:15])[CH:10]=1.